From a dataset of Forward reaction prediction with 1.9M reactions from USPTO patents (1976-2016). Predict the product of the given reaction. (1) Given the reactants [OH:1][C@H:2]([CH2:19][N:20]([CH3:30])[C:21]([O:23][CH2:24][CH2:25][Si:26]([CH3:29])([CH3:28])[CH3:27])=[O:22])[C@@H:3]([NH:11]C(=O)OC(C)(C)C)[CH2:4][CH:5]1[CH2:10][CH2:9][O:8][CH2:7][CH2:6]1.CC1C=CC(S(O)(=O)=O)=CC=1, predict the reaction product. The product is: [NH2:11][C@@H:3]([CH2:4][CH:5]1[CH2:6][CH2:7][O:8][CH2:9][CH2:10]1)[C@H:2]([OH:1])[CH2:19][N:20]([CH3:30])[C:21](=[O:22])[O:23][CH2:24][CH2:25][Si:26]([CH3:28])([CH3:29])[CH3:27]. (2) The product is: [Br:14][C:15]1[CH:16]=[C:17]([CH:21]=[CH:22][CH:23]=1)[CH2:18][CH:2]1[C:9]2[CH:8]=[C:7]([C:10]([O:12][CH3:13])=[O:11])[NH:6][C:5]=2[CH2:4][CH2:3]1.[Br:14][C:15]1[CH:16]=[C:17]([CH:21]=[CH:22][CH:23]=1)/[CH:18]=[C:2]1\[CH2:3][CH2:4][C:5]2[NH:6][C:7]([C:10]([O:12][CH3:13])=[O:11])=[CH:8][C:9]\1=2. Given the reactants O=[C:2]1[C:9]2[CH:8]=[C:7]([C:10]([O:12][CH3:13])=[O:11])[NH:6][C:5]=2[CH2:4][CH2:3]1.[Br:14][C:15]1[CH:16]=[C:17]([CH:21]=[CH:22][CH:23]=1)[CH2:18][Mg]Br, predict the reaction product. (3) Given the reactants [NH2:1][C:2]1[CH:3]=[C:4]([CH:14]=[C:15]([C:17]([F:20])([F:19])[F:18])[CH:16]=1)[C:5]([N:7]1[CH2:12][CH2:11][CH:10]([OH:13])[CH2:9][CH2:8]1)=O.CSC.B.O1CCCC1.Cl.[OH-].[Na+], predict the reaction product. The product is: [NH2:1][C:2]1[CH:3]=[C:4]([CH:14]=[C:15]([C:17]([F:20])([F:18])[F:19])[CH:16]=1)[CH2:5][N:7]1[CH2:8][CH2:9][CH:10]([OH:13])[CH2:11][CH2:12]1.